Task: Predict the reactants needed to synthesize the given product.. Dataset: Full USPTO retrosynthesis dataset with 1.9M reactions from patents (1976-2016) (1) Given the product [Cl:1][C:2]1[C:7]2[C:8]([I:11])=[N:9][N:10]([C:24]([C:25]3[CH:30]=[CH:29][CH:28]=[CH:27][CH:26]=3)([C:37]3[CH:38]=[CH:39][CH:40]=[CH:41][CH:42]=3)[C:31]3[CH:32]=[CH:33][CH:34]=[CH:35][CH:36]=3)[C:6]=2[CH:5]=[C:4]([C:12]([F:14])([F:15])[F:13])[N:3]=1, predict the reactants needed to synthesize it. The reactants are: [Cl:1][C:2]1[C:7]2[C:8]([I:11])=[N:9][NH:10][C:6]=2[CH:5]=[C:4]([C:12]([F:15])([F:14])[F:13])[N:3]=1.C(N(CC)CC)C.Cl[C:24]([C:37]1[CH:42]=[CH:41][CH:40]=[CH:39][CH:38]=1)([C:31]1[CH:36]=[CH:35][CH:34]=[CH:33][CH:32]=1)[C:25]1[CH:30]=[CH:29][CH:28]=[CH:27][CH:26]=1. (2) Given the product [F:1][C:2]1[CH:7]=[CH:6][CH:5]=[CH:4][C:3]=1[C:8]1[C:12]([C:13]([N:40]2[CH2:39][CH2:38][N:37]([C:33]3[CH:34]=[CH:35][CH:36]=[C:31]([O:30][CH3:29])[CH:32]=3)[CH2:42][CH2:41]2)=[O:15])=[C:11]([CH3:16])[O:10][N:9]=1, predict the reactants needed to synthesize it. The reactants are: [F:1][C:2]1[CH:7]=[CH:6][CH:5]=[CH:4][C:3]=1[C:8]1[C:12]([C:13]([OH:15])=O)=[C:11]([CH3:16])[O:10][N:9]=1.Cl.C(N=C=NCCCN(C)C)C.[CH3:29][O:30][C:31]1[CH:32]=[C:33]([N:37]2[CH2:42][CH2:41][NH:40][CH2:39][CH2:38]2)[CH:34]=[CH:35][CH:36]=1. (3) Given the product [CH3:15][N:12]1[CH2:11][C@@H:10]([C:16]2[CH:21]=[CH:20][CH:19]=[CH:18][CH:17]=2)[C@@:9]2([CH2:22][CH2:23][CH2:24][N:7]([C:5](=[O:6])[C@H:4]([NH:25][C:26](=[O:32])[O:27][C:28]([CH3:29])([CH3:31])[CH3:30])[CH2:3][CH2:2][O:1][C:33]3[CH:38]=[CH:37][CH:36]=[CH:35][CH:34]=3)[CH2:8]2)[C:13]1=[O:14], predict the reactants needed to synthesize it. The reactants are: [OH:1][CH2:2][CH2:3][C@@H:4]([NH:25][C:26](=[O:32])[O:27][C:28]([CH3:31])([CH3:30])[CH3:29])[C:5]([N:7]1[CH2:24][CH2:23][CH2:22][C@:9]2([C:13](=[O:14])[N:12]([CH3:15])[CH2:11][C@H:10]2[C:16]2[CH:21]=[CH:20][CH:19]=[CH:18][CH:17]=2)[CH2:8]1)=[O:6].[C:33]1(O)[CH:38]=[CH:37][CH:36]=[CH:35][CH:34]=1.C1(P(C2C=CC=CC=2)C2C=CC=CC=2)C=CC=CC=1.N(C(OC(C)C)=O)=NC(OC(C)C)=O. (4) The reactants are: S(=O)(=O)(O)O.[F:6][CH:7]([F:21])[O:8][C:9]1[CH:10]=[C:11]([CH2:17][C:18]([OH:20])=[O:19])[CH:12]=[CH:13][C:14]=1[O:15][CH3:16].[CH2:22](O)[CH3:23]. Given the product [CH2:22]([O:19][C:18](=[O:20])[CH2:17][C:11]1[CH:12]=[CH:13][C:14]([O:15][CH3:16])=[C:9]([O:8][CH:7]([F:21])[F:6])[CH:10]=1)[CH3:23], predict the reactants needed to synthesize it. (5) The reactants are: [NH2:1][CH2:2][C:3]1[CH:9]=[CH:8][C:7]([Br:10])=[CH:6][C:4]=1[NH2:5].C1N=CN([C:16](N2C=NC=C2)=[O:17])C=1. Given the product [Br:10][C:7]1[CH:6]=[C:4]2[C:3]([CH2:2][NH:1][C:16](=[O:17])[NH:5]2)=[CH:9][CH:8]=1, predict the reactants needed to synthesize it.